From a dataset of Reaction yield outcomes from USPTO patents with 853,638 reactions. Predict the reaction yield, written as a fraction of the theoretical maximum amount of product (1.0 means a 100% yield; for example, 0.34 means a 34% yield). (1) The reactants are [Cl:1][C:2]1[CH:7]=[CH:6][C:5]([C:8]2[S:9][CH:10]=[C:11]([CH3:13])[CH:12]=2)=[CH:4][CH:3]=1.[Li]C(C)(C)C.[C:19](=[O:21])=[O:20]. The catalyst is O. The product is [Cl:1][C:2]1[CH:3]=[CH:4][C:5]([C:8]2[S:9][C:10]([C:19]([OH:21])=[O:20])=[C:11]([CH3:13])[CH:12]=2)=[CH:6][CH:7]=1. The yield is 0.740. (2) The yield is 0.560. The reactants are [NH2:1][C:2]1[CH:3]=[C:4]([C:9]#[C:10][C:11]2[CH:12]=[N:13][C:14]([NH2:17])=[N:15][CH:16]=2)[C:5]([CH3:8])=[N:6][CH:7]=1.[F:18][C:19]([F:32])([F:31])[C:20]1[CH:25]=[CH:24][C:23]([CH2:26][CH2:27][C:28](O)=[O:29])=[CH:22][CH:21]=1.CN(C(ON1N=NC2C=CC=NC1=2)=[N+](C)C)C.F[P-](F)(F)(F)(F)F.CCN(C(C)C)C(C)C. The product is [NH2:17][C:14]1[N:13]=[CH:12][C:11]([C:10]#[C:9][C:4]2[CH:3]=[C:2]([NH:1][C:28](=[O:29])[CH2:27][CH2:26][C:23]3[CH:22]=[CH:21][C:20]([C:19]([F:31])([F:32])[F:18])=[CH:25][CH:24]=3)[CH:7]=[N:6][C:5]=2[CH3:8])=[CH:16][N:15]=1. The catalyst is O.CN(C=O)C. (3) The reactants are [Br:1][C:2]1[N:7]=[CH:6][C:5]2[CH:8]=[C:9]([C:11]3[CH:12]=[N:13][N:14]([CH3:16])[CH:15]=3)[NH:10][C:4]=2[CH:3]=1.C(N(CC)CC)C.[C:24](O[C:24]([O:26][C:27]([CH3:30])([CH3:29])[CH3:28])=[O:25])([O:26][C:27]([CH3:30])([CH3:29])[CH3:28])=[O:25]. The catalyst is C(OCC)(=O)C.CN(C1C=CN=CC=1)C. The product is [Br:1][C:2]1[N:7]=[CH:6][C:5]2[CH:8]=[C:9]([C:11]3[CH:12]=[N:13][N:14]([CH3:16])[CH:15]=3)[N:10]([C:24]([O:26][C:27]([CH3:30])([CH3:29])[CH3:28])=[O:25])[C:4]=2[CH:3]=1. The yield is 0.890. (4) The reactants are [Br:1][C:2]1[CH:7]=[CH:6][C:5]([N:8]2[C:13](=O)[CH2:12][C:11](=[O:15])[N:10]([CH:16]3[CH2:18][CH2:17]3)[C:9]2=[O:19])=[CH:4][CH:3]=1.P(Cl)(Cl)([Cl:22])=O.BrC1C=CC(N2C(=O)C=C(Cl)N(C3CC3)C2=O)=CC=1. The catalyst is O. The product is [Br:1][C:2]1[CH:7]=[CH:6][C:5]([N:8]2[C:13]([Cl:22])=[CH:12][C:11](=[O:15])[N:10]([CH:16]3[CH2:18][CH2:17]3)[C:9]2=[O:19])=[CH:4][CH:3]=1. The yield is 0.930.